The task is: Predict which catalyst facilitates the given reaction.. This data is from Catalyst prediction with 721,799 reactions and 888 catalyst types from USPTO. (1) The catalyst class is: 125. Reactant: [F:1][C:2]1[C:11]([C:12]2[S:13][CH:14]=[CH:15][CH:16]=2)=[CH:10][CH:9]=[CH:8][C:3]=1[C:4]([O:6]C)=[O:5].[OH-].[Na+].Cl. Product: [F:1][C:2]1[C:11]([C:12]2[S:13][CH:14]=[CH:15][CH:16]=2)=[CH:10][CH:9]=[CH:8][C:3]=1[C:4]([OH:6])=[O:5]. (2) Product: [NH2:10][CH2:11][CH2:12][CH2:13][N:14]1[CH2:21][CH2:20][C:17]2([CH2:19][CH2:18]2)[C@H:16]([OH:22])[CH2:15]1. The catalyst class is: 19. Reactant: C(OC(=O)[NH:10][CH2:11][CH2:12][CH2:13][N:14]1[CH2:21][CH2:20][C:17]2([CH2:19][CH2:18]2)[C@H:16]([OH:22])[CH2:15]1)C1C=CC=CC=1. (3) Reactant: [N+:1]([C:4]1[CH:5]=[C:6]([CH:10]=[CH:11][C:12]=1[N+:13]([O-:15])=[O:14])[C:7]([OH:9])=O)([O-:3])=[O:2].O=S(Cl)Cl.[CH3:20][N:21]1[CH2:26][CH2:25][NH:24][CH2:23][CH2:22]1.CCN(CC)CC. Product: [N+:1]([C:4]1[CH:5]=[C:6]([C:7]([N:24]2[CH2:25][CH2:26][N:21]([CH3:20])[CH2:22][CH2:23]2)=[O:9])[CH:10]=[CH:11][C:12]=1[N+:13]([O-:15])=[O:14])([O-:3])=[O:2]. The catalyst class is: 2. (4) Reactant: [CH:1]([C:4]1[CH:5]=[C:6]([CH:34]=[CH:35][CH:36]=1)[CH2:7][N:8]1[C@@H:16]2[C@H:11]([C@H:12]([CH2:19][C:20]3[CH:25]=[CH:24][CH:23]=[C:22]([CH2:26][O:27][CH2:28][C@@H:29]([O:31][CH3:32])[CH3:30])[CH:21]=3)[CH2:13][S:14](=[O:18])(=[O:17])[CH2:15]2)[O:10]C1=O)([CH3:3])[CH3:2]. Product: [CH:1]([C:4]1[CH:5]=[C:6]([CH:34]=[CH:35][CH:36]=1)[CH2:7][NH:8][C@@H:16]1[C@@H:11]([OH:10])[C@H:12]([CH2:19][C:20]2[CH:25]=[CH:24][CH:23]=[C:22]([CH2:26][O:27][CH2:28][C@@H:29]([O:31][CH3:32])[CH3:30])[CH:21]=2)[CH2:13][S:14](=[O:18])(=[O:17])[CH2:15]1)([CH3:2])[CH3:3]. The catalyst class is: 61. (5) Reactant: [CH3:1][N:2]1[C:7]2[CH:8]=[CH:9][CH:10]=[C:11]([CH:12]=[CH:13][O:14]C)[C:6]=2[O:5][CH2:4][C:3]1=[O:16]. Product: [CH3:1][N:2]1[C:7]2[CH:8]=[CH:9][CH:10]=[C:11]([CH2:12][CH:13]=[O:14])[C:6]=2[O:5][CH2:4][C:3]1=[O:16]. The catalyst class is: 295. (6) Reactant: [O-2].[Fe+2:2].[C:3]([NH:18][C@H:19]([C:25]([O-:27])=[O:26])[CH2:20][CH2:21][C:22]([O-:24])=[O:23])(=[O:17])[CH2:4][CH2:5][CH2:6][CH2:7][CH2:8][CH2:9][CH2:10][CH2:11][CH2:12][CH2:13][CH2:14][CH2:15][CH3:16].[Na+].[Na+].[Cl-].[Al+3:31].[Cl-].[Cl-].[C:34]([O-:39])(=[O:38])[CH:35]([CH3:37])[OH:36].[K+].S([O-])([O-])(=O)=O.[Zn+2:46]. Product: [O-2:17].[Fe+2:2].[C:3]([NH:18][C@H:19]([C:25]([O-:27])=[O:26])[CH2:20][CH2:21][C:22]([O-:24])=[O:23])(=[O:17])[CH2:4][CH2:5][CH2:6][CH2:7][CH2:8][CH2:9][CH2:10][CH2:11][CH2:12][CH2:13][CH2:14][CH2:15][CH3:16].[Al+3:31].[C:3]([NH:18][C@H:19]([C:25]([O-:27])=[O:26])[CH2:20][CH2:21][C:22]([O-:24])=[O:23])(=[O:17])[CH2:4][CH2:5][CH2:6][CH2:7][CH2:8][CH2:9][CH2:10][CH2:11][CH2:12][CH2:13][CH2:14][CH2:15][CH3:16].[C:3]([NH:18][C@H:19]([C:25]([O-:27])=[O:26])[CH2:20][CH2:21][C:22]([O-:24])=[O:23])(=[O:17])[CH2:4][CH2:5][CH2:6][CH2:7][CH2:8][CH2:9][CH2:10][CH2:11][CH2:12][CH2:13][CH2:14][CH2:15][CH3:16].[Al+3:31].[C:34]([O-:39])(=[O:38])[CH:35]([CH3:37])[OH:36].[Zn+2:46].[C:34]([O-:39])(=[O:38])[CH:35]([CH3:37])[OH:36]. The catalyst class is: 6.